Dataset: Reaction yield outcomes from USPTO patents with 853,638 reactions. Task: Predict the reaction yield, written as a fraction of the theoretical maximum amount of product (1.0 means a 100% yield; for example, 0.34 means a 34% yield). The product is [F:34][C:30]1[CH:29]=[C:28]([C:23]2[C:22]([CH2:21][O:20][C:17]3[N:16]=[CH:15][C:14]([C:13]([N:5]4[CH2:10][CH2:9][S:8][CH2:7][CH2:6]4)=[O:12])=[CH:19][CH:18]=3)=[C:26]([CH3:27])[O:25][N:24]=2)[CH:33]=[CH:32][CH:31]=1. The reactants are C[Al](C)C.[NH:5]1[CH2:10][CH2:9][S:8][CH2:7][CH2:6]1.C[O:12][C:13](=O)[C:14]1[CH:19]=[CH:18][C:17]([O:20][CH2:21][C:22]2[C:23]([C:28]3[CH:33]=[CH:32][CH:31]=[C:30]([F:34])[CH:29]=3)=[N:24][O:25][C:26]=2[CH3:27])=[N:16][CH:15]=1.O. The yield is 1.00. The catalyst is O1CCOCC1.